Dataset: Reaction yield outcomes from USPTO patents with 853,638 reactions. Task: Predict the reaction yield, written as a fraction of the theoretical maximum amount of product (1.0 means a 100% yield; for example, 0.34 means a 34% yield). The reactants are Cl[C:2]1[C:3]2[CH:20]=[CH:19][C:18](=[O:21])[N:17]([C:22]3[C:27]([F:28])=[CH:26][CH:25]=[CH:24][C:23]=3[F:29])[C:4]=2[N:5]=[C:6]([NH:8][CH2:9][CH2:10][CH2:11][N:12]([CH2:15][CH3:16])[CH2:13][CH3:14])[N:7]=1.CC1(C)C(C)(C)OB([C:38]2[CH:39]=[C:40]([CH:44]=[CH:45][CH:46]=2)[C:41]([OH:43])=[O:42])O1.C(=O)([O-])[O-].[K+].[K+]. The catalyst is O1CCOCC1.O.C1C=CC([P]([Pd]([P](C2C=CC=CC=2)(C2C=CC=CC=2)C2C=CC=CC=2)([P](C2C=CC=CC=2)(C2C=CC=CC=2)C2C=CC=CC=2)[P](C2C=CC=CC=2)(C2C=CC=CC=2)C2C=CC=CC=2)(C2C=CC=CC=2)C2C=CC=CC=2)=CC=1. The product is [CH2:13]([N:12]([CH2:15][CH3:16])[CH2:11][CH2:10][CH2:9][NH:8][C:6]1[N:7]=[C:2]([C:38]2[CH:39]=[C:40]([CH:44]=[CH:45][CH:46]=2)[C:41]([OH:43])=[O:42])[C:3]2[CH:20]=[CH:19][C:18](=[O:21])[N:17]([C:22]3[C:27]([F:28])=[CH:26][CH:25]=[CH:24][C:23]=3[F:29])[C:4]=2[N:5]=1)[CH3:14]. The yield is 0.320.